From a dataset of Experimentally validated miRNA-target interactions with 360,000+ pairs, plus equal number of negative samples. Binary Classification. Given a miRNA mature sequence and a target amino acid sequence, predict their likelihood of interaction. (1) The miRNA is hsa-miR-532-5p with sequence CAUGCCUUGAGUGUAGGACCGU. The protein sequence of the target gene is MEEVPGDALCEHFEANILTQNRCQNCFHPEEAHGARYQELRSPSGAEVPYCDLPRCPPAPEDPLSASTSGCQSVVDPGLRPGPKRGPSPSAGLPEEGPTAAPRSRSRELEAVPYLEGLTTSLCGSCNEDPGSDPTSSPDSATPDDTSNSSSVDWDTVERQEEEAPSWDELAVMIPRRPREGPRADSSQRAPSLLTRSPVGGDAAGQKKEDTGGGGRSAGQHWARLRGESGLSLERHRSTLTQASSMTPHSGPRSTTSQASPAQRDTAQAASTREIPRASSPHRITQRDTSRASSTQQEIS.... Result: 1 (interaction). (2) The miRNA is hsa-miR-4530 with sequence CCCAGCAGGACGGGAGCG. The protein sequence of the target gene is MRLALLCGLLLAGITATQGGLLNLNKMVTHMTGKKAFFSYWPYGCHCGLGGKGQPKDATDWCCQKHDCCYAHLKIDGCKSLTDNYKYSISQGTIQCSDNGSWCERQLCACDKEVALCLKQNLDSYNKRLRYYWRPRCKGKTPAC. Result: 0 (no interaction).